From a dataset of Reaction yield outcomes from USPTO patents with 853,638 reactions. Predict the reaction yield, written as a fraction of the theoretical maximum amount of product (1.0 means a 100% yield; for example, 0.34 means a 34% yield). (1) The reactants are [Br:1][C:2]1[CH:3]=[C:4]([CH:6]=[C:7]([F:9])[CH:8]=1)[NH2:5].[CH3:10][O:11][C:12]1[CH:17]=[CH:16][C:15]([S:18](Cl)(=[O:20])=[O:19])=[CH:14][CH:13]=1. No catalyst specified. The product is [Br:1][C:2]1[CH:3]=[C:4]([NH:5][S:18]([C:15]2[CH:14]=[CH:13][C:12]([O:11][CH3:10])=[CH:17][CH:16]=2)(=[O:20])=[O:19])[CH:6]=[C:7]([F:9])[CH:8]=1. The yield is 0.880. (2) The reactants are [CH2:1]([N:3]([CH2:26][CH3:27])[C:4]([C:6]1[CH:7]=[CH:8][C:9]2[C:10](=[C:20]3[CH2:25][CH2:24][NH:23][CH2:22][CH2:21]3)[C:11]3[C:16]([O:17][C:18]=2[CH:19]=1)=[CH:15][CH:14]=[CH:13][CH:12]=3)=[O:5])[CH3:2].C(O)C.C[Si](I)(C)C. The catalyst is C(Cl)(Cl)Cl. The product is [CH2:26]([N:3]([CH2:1][CH3:2])[C:4]([C:6]1[CH:7]=[CH:8][C:9]2[CH:10]([CH:20]3[CH2:25][CH2:24][NH:23][CH2:22][CH2:21]3)[C:11]3[C:16]([O:17][C:18]=2[CH:19]=1)=[CH:15][CH:14]=[CH:13][CH:12]=3)=[O:5])[CH3:27]. The yield is 0.577. (3) The reactants are [Cl:1][C:2]1[N:7]=[C:6]([NH:8][C:9]2[CH:14]=[CH:13][CH:12]=[CH:11][C:10]=2[NH:15][S:16]([CH3:19])(=[O:18])=[O:17])[C:5]([F:20])=[CH:4][N:3]=1.[F:21][C:22]1[CH:28]=[CH:27][CH:26]=[CH:25][C:23]=1[NH2:24].Cl. The catalyst is O1CCOCC1.CC(O)C. The product is [ClH:1].[F:20][C:5]1[C:6]([NH:8][C:9]2[CH:14]=[CH:13][CH:12]=[CH:11][C:10]=2[NH:15][S:16]([CH3:19])(=[O:18])=[O:17])=[N:7][C:2]([NH:24][C:23]2[CH:25]=[CH:26][CH:27]=[CH:28][C:22]=2[F:21])=[N:3][CH:4]=1. The yield is 0.400.